From a dataset of Forward reaction prediction with 1.9M reactions from USPTO patents (1976-2016). Predict the product of the given reaction. (1) Given the reactants [Cl:1][C:2]1[CH:10]=[CH:9][C:8]([C:11]2[C:12]([C@@H:23]([NH:33][C:34](=[O:50])[CH2:35][N:36]3[C:40]4[C:41]([F:46])([F:45])[C@@H:42]5[CH2:44][C@@H:43]5[C:39]=4[C:38](C([O-])=O)=[N:37]3)[CH2:24][C:25]3[CH:30]=[C:29]([F:31])[CH:28]=[C:27]([F:32])[CH:26]=3)=[N:13][C:14]([C:17]#[C:18][C:19]([OH:22])([CH3:21])[CH3:20])=[CH:15][CH:16]=2)=[C:7]2[C:3]=1[C:4]([NH:52][S:53]([CH3:56])(=[O:55])=[O:54])=[N:5][N:6]2[CH3:51].[Na+].C1(P([N:72]=[N+]=[N-])(C2C=CC=CC=2)=O)C=CC=CC=1.O.C(O)(C(F)(F)F)=O, predict the reaction product. The product is: [NH2:72][C:38]1[C:39]2[C@H:43]3[CH2:44][C@H:42]3[C:41]([F:46])([F:45])[C:40]=2[N:36]([CH2:35][C:34]([NH:33][C@H:23]([C:12]2[C:11]([C:8]3[CH:9]=[CH:10][C:2]([Cl:1])=[C:3]4[C:7]=3[N:6]([CH3:51])[N:5]=[C:4]4[NH:52][S:53]([CH3:56])(=[O:54])=[O:55])=[CH:16][CH:15]=[C:14]([C:17]#[C:18][C:19]([OH:22])([CH3:20])[CH3:21])[N:13]=2)[CH2:24][C:25]2[CH:30]=[C:29]([F:31])[CH:28]=[C:27]([F:32])[CH:26]=2)=[O:50])[N:37]=1. (2) Given the reactants Cl.[N:2]1[CH:7]=[CH:6][CH:5]=[C:4]([CH2:8][C:9]([OH:11])=[O:10])[CH:3]=1.S(Cl)(Cl)=O.[CH3:16]O, predict the reaction product. The product is: [CH3:16][O:10][C:9](=[O:11])[CH2:8][C:4]1[CH:3]=[N:2][CH:7]=[CH:6][CH:5]=1. (3) Given the reactants Br[C:2]1[CH:7]=[CH:6][C:5]([C:8]2[C:29](/[CH:30]=[CH:31]/[CH2:32][N:33]3[CH2:38][CH2:37][CH2:36][CH2:35][CH2:34]3)=[C:11]3[CH:12]=[C:13]([C:16]([N:18]([CH2:24][CH2:25][CH:26]([CH3:28])[CH3:27])[CH2:19][CH2:20][CH:21]([CH3:23])[CH3:22])=[O:17])[CH:14]=[CH:15][N:10]3[N:9]=2)=[CH:4][CH:3]=1.C([Sn](CCCC)(CCCC)[C:44]([O:46]CC)=[CH2:45])CCC, predict the reaction product. The product is: [C:44]([C:2]1[CH:3]=[CH:4][C:5]([C:8]2[C:29](/[CH:30]=[CH:31]/[CH2:32][N:33]3[CH2:34][CH2:35][CH2:36][CH2:37][CH2:38]3)=[C:11]3[CH:12]=[C:13]([C:16]([N:18]([CH2:19][CH2:20][CH:21]([CH3:23])[CH3:22])[CH2:24][CH2:25][CH:26]([CH3:28])[CH3:27])=[O:17])[CH:14]=[CH:15][N:10]3[N:9]=2)=[CH:6][CH:7]=1)(=[O:46])[CH3:45]. (4) Given the reactants [F:1][C:2]1[CH:8]=[C:7]([C:9]([F:12])([F:11])[F:10])[CH:6]=[C:5](I)[C:3]=1[NH2:4].[C:14]([Si:16]([CH3:19])([CH3:18])[CH3:17])#[CH:15], predict the reaction product. The product is: [F:1][C:2]1[CH:8]=[C:7]([C:9]([F:12])([F:11])[F:10])[CH:6]=[C:5]([C:15]#[C:14][Si:16]([CH3:19])([CH3:18])[CH3:17])[C:3]=1[NH2:4]. (5) The product is: [CH3:27][O:28][C:9](=[O:14])[C:8](=[P:7]([C:21]1[CH:26]=[CH:25][CH:24]=[CH:23][CH:22]=1)([C:15]1[CH:16]=[CH:17][CH:18]=[CH:19][CH:20]=1)[C:1]1[CH:6]=[CH:5][CH:4]=[CH:3][CH:2]=1)[CH2:12][C:11]([OH:13])=[O:10]. Given the reactants [C:1]1([P:7]([C:21]2[CH:26]=[CH:25][CH:24]=[CH:23][CH:22]=2)([C:15]2[CH:20]=[CH:19][CH:18]=[CH:17][CH:16]=2)=[C:8]2[CH2:12][C:11](=[O:13])[O:10][C:9]2=[O:14])[CH:6]=[CH:5][CH:4]=[CH:3][CH:2]=1.[CH3:27][OH:28], predict the reaction product. (6) Given the reactants [F:1][C:2]1[CH:7]=[CH:6][C:5]([C:8]2[O:9][C:10]3[CH:20]=[C:19]([CH2:21][S:22]([CH3:25])(=[O:24])=[O:23])[C:18]([C:26]4[CH:27]=[C:28]([CH:32]=[CH:33][CH:34]=4)[C:29](O)=[O:30])=[CH:17][C:11]=3[C:12]=2[C:13](=[O:16])[NH:14][CH3:15])=[CH:4][CH:3]=1.[C:35]12([NH2:40])[CH2:39][CH:37]([CH2:38]1)[CH2:36]2.Cl.F[P-](F)(F)(F)(F)F.N1(O[P+](N(C)C)(N(C)C)N(C)C)C2C=CC=CC=2N=N1, predict the reaction product. The product is: [C:35]12([NH:40][C:29]([C:28]3[CH:27]=[C:26]([C:18]4[C:19]([CH2:21][S:22]([CH3:25])(=[O:24])=[O:23])=[CH:20][C:10]5[O:9][C:8]([C:5]6[CH:4]=[CH:3][C:2]([F:1])=[CH:7][CH:6]=6)=[C:12]([C:13]([NH:14][CH3:15])=[O:16])[C:11]=5[CH:17]=4)[CH:34]=[CH:33][CH:32]=3)=[O:30])[CH2:39][CH:37]([CH2:38]1)[CH2:36]2. (7) Given the reactants [NH2:1][N:2]1[CH:6]=[CH:5][C:4]([C:7]2[CH:12]=[CH:11][CH:10]=[CH:9][CH:8]=2)=[C:3]1[C:13]([O:15][CH3:16])=[O:14].[C:17]([NH:21][S:22]([C:25]1[S:26][CH:27]=[C:28](C(O)=O)[N:29]=1)(=[O:24])=[O:23])([CH3:20])([CH3:19])[CH3:18].CN([C:36]([O:40]N1N=NC2C=CC=NC1=2)=[N+](C)C)C.F[P-](F)(F)(F)(F)F.CCN(C(C)C)C(C)C, predict the reaction product. The product is: [C:17]([NH:21][S:22]([C:25]1[S:26][C:27]([C:36]([NH:1][N:2]2[CH:6]=[CH:5][C:4]([C:7]3[CH:12]=[CH:11][CH:10]=[CH:9][CH:8]=3)=[C:3]2[C:13]([O:15][CH3:16])=[O:14])=[O:40])=[CH:28][N:29]=1)(=[O:23])=[O:24])([CH3:18])([CH3:19])[CH3:20]. (8) The product is: [C:1]([C:5]1[CH:12]=[C:11]([CH2:17][Cl:16])[CH:10]=[C:7]([CH:14]=[O:15])[C:6]=1[OH:13])([CH3:2])([CH3:3])[CH3:4]. Given the reactants [C:1]([C:5]1[CH:12]=[CH:11][CH:10]=[C:7](C=O)[C:6]=1[OH:13])([CH3:4])([CH3:3])[CH3:2].[CH2:14]=[O:15].[ClH:16].[C:17]([O-])([O-])=O.[Na+].[Na+], predict the reaction product.